Dataset: Forward reaction prediction with 1.9M reactions from USPTO patents (1976-2016). Task: Predict the product of the given reaction. Given the reactants [NH2:1][C:2]1[N:6]([C@@H:7]2[CH2:12][CH2:11][CH2:10][NH:9][CH2:8]2)[N:5]=[C:4]([C:13]2[CH:18]=[CH:17][C:16]([O:19][C:20]3[CH:25]=[CH:24][C:23]([Cl:26])=[CH:22][CH:21]=3)=[CH:15][CH:14]=2)[C:3]=1[C:27]([NH2:29])=[O:28].C(N(CC)C(C)C)(C)C.[F:39][CH2:40]/[CH:41]=[CH:42]/[C:43](O)=[O:44], predict the reaction product. The product is: [NH2:1][C:2]1[N:6]([C@@H:7]2[CH2:12][CH2:11][CH2:10][N:9]([C:43](=[O:44])/[CH:42]=[CH:41]/[CH2:40][F:39])[CH2:8]2)[N:5]=[C:4]([C:13]2[CH:14]=[CH:15][C:16]([O:19][C:20]3[CH:25]=[CH:24][C:23]([Cl:26])=[CH:22][CH:21]=3)=[CH:17][CH:18]=2)[C:3]=1[C:27]([NH2:29])=[O:28].